From a dataset of Forward reaction prediction with 1.9M reactions from USPTO patents (1976-2016). Predict the product of the given reaction. (1) Given the reactants C([O:5][C:6](=[O:35])[CH2:7][N:8]1[C:16]2[C:11](=[CH:12][CH:13]=[C:14]([O:17][CH2:18][C:19]3[N:20]=[C:21]([C:25]4[CH:30]=[CH:29][C:28]([C:31]([F:34])([F:33])[F:32])=[CH:27][CH:26]=4)[S:22][C:23]=3[CH3:24])[CH:15]=2)[CH:10]=[CH:9]1)(C)(C)C.[Li+].[OH-], predict the reaction product. The product is: [CH3:24][C:23]1[S:22][C:21]([C:25]2[CH:30]=[CH:29][C:28]([C:31]([F:33])([F:32])[F:34])=[CH:27][CH:26]=2)=[N:20][C:19]=1[CH2:18][O:17][C:14]1[CH:15]=[C:16]2[C:11]([CH:10]=[CH:9][N:8]2[CH2:7][C:6]([OH:35])=[O:5])=[CH:12][CH:13]=1. (2) Given the reactants C(Cl)Cl.C(=O)(O)[O-].[Na+].Cl.[NH2:10][C@@H:11]([CH2:16][NH:17][C:18]([O:20][C:21]([CH3:24])([CH3:23])[CH3:22])=[O:19])[C:12]([O:14][CH3:15])=[O:13].Cl[C:26]([O:28][CH2:29][C:30]1[CH:35]=[CH:34][CH:33]=[CH:32][CH:31]=1)=[O:27], predict the reaction product. The product is: [CH2:29]([O:28][C:26]([NH:10][C@@H:11]([CH2:16][NH:17][C:18]([O:20][C:21]([CH3:24])([CH3:23])[CH3:22])=[O:19])[C:12]([O:14][CH3:15])=[O:13])=[O:27])[C:30]1[CH:35]=[CH:34][CH:33]=[CH:32][CH:31]=1.